Dataset: Catalyst prediction with 721,799 reactions and 888 catalyst types from USPTO. Task: Predict which catalyst facilitates the given reaction. Reactant: [NH:1]1[C:5]([C:6]([O:8][CH2:9][CH3:10])=[O:7])=[CH:4][C:3]([C:11]([O:13][CH2:14][CH3:15])=[O:12])=[N:2]1.[CH:16]1[C:21]([Cl:22])=[CH:20][C:19]([Cl:23])=[C:18]([C:24]([CH2:26]Br)=[O:25])[CH:17]=1.C(=O)([O-])[O-].[K+].[K+]. Product: [Cl:23][C:19]1[CH:20]=[C:21]([Cl:22])[CH:16]=[CH:17][C:18]=1[C:24](=[O:25])[CH2:26][N:1]1[C:5]([C:6]([O:8][CH2:9][CH3:10])=[O:7])=[CH:4][C:3]([C:11]([O:13][CH2:14][CH3:15])=[O:12])=[N:2]1. The catalyst class is: 21.